Dataset: Full USPTO retrosynthesis dataset with 1.9M reactions from patents (1976-2016). Task: Predict the reactants needed to synthesize the given product. (1) Given the product [C:41]([O:1][CH:2]([C:21]1[CH:22]=[CH:23][C:24]2[O:29][CH2:28][C:27](=[O:30])[NH:26][C:25]=2[CH:31]=1)[CH2:3][N:4]1[CH2:9][CH2:8][N:7]([C:10]2[CH:19]=[CH:18][CH:17]=[C:16]3[C:11]=2[CH:12]=[CH:13][C:14]([CH3:20])=[N:15]3)[CH2:6][CH2:5]1)(=[O:43])[CH3:42], predict the reactants needed to synthesize it. The reactants are: [OH:1][CH:2]([C:21]1[CH:22]=[CH:23][C:24]2[O:29][CH2:28][C:27](=[O:30])[NH:26][C:25]=2[CH:31]=1)[CH2:3][N:4]1[CH2:9][CH2:8][N:7]([C:10]2[CH:19]=[CH:18][CH:17]=[C:16]3[C:11]=2[CH:12]=[CH:13][C:14]([CH3:20])=[N:15]3)[CH2:6][CH2:5]1.CN(C1C=CC=CN=1)C.[C:41](OC(=O)C)(=[O:43])[CH3:42]. (2) Given the product [CH3:41][C@H:21]1[CH2:22][C@@H:23]([N:30]([C:35]2[CH:40]=[CH:39][CH:38]=[CH:37][CH:36]=2)[C:31](=[O:34])[CH2:32][CH3:33])[C:24]2[C:29](=[CH:28][CH:27]=[CH:26][CH:25]=2)[N:20]1[C:18](=[O:19])[C:15]1[CH:14]=[CH:13][C:12]([CH:9]2[CH2:8][CH2:7][NH:6][CH2:11][CH2:10]2)=[CH:17][CH:16]=1, predict the reactants needed to synthesize it. The reactants are: C(OC([N:6]1[CH2:11][CH2:10][CH:9]([C:12]2[CH:17]=[CH:16][C:15]([C:18]([N:20]3[C:29]4[C:24](=[CH:25][CH:26]=[CH:27][CH:28]=4)[C@H:23]([N:30]([C:35]4[CH:40]=[CH:39][CH:38]=[CH:37][CH:36]=4)[C:31](=[O:34])[CH2:32][CH3:33])[CH2:22][C@@H:21]3[CH3:41])=[O:19])=[CH:14][CH:13]=2)[CH2:8][CH2:7]1)=O)C.I[Si](C)(C)C. (3) The reactants are: Cl[C:2]1[N:7]=[C:6]([NH:8][C:9]([C:11]2([C:14]3[CH:24]=[CH:23][C:17]4[O:18][C:19]([F:22])([F:21])[O:20][C:16]=4[CH:15]=3)[CH2:13][CH2:12]2)=[O:10])[CH:5]=[CH:4][C:3]=1[CH3:25].[CH3:26][O:27][C:28]1[N:33]=[C:32]([CH3:34])[C:31](B2OC(C)(C)C(C)(C)O2)=[CH:30][CH:29]=1.C(=O)([O-])[O-].[Na+].[Na+]. Given the product [F:21][C:19]1([F:22])[O:18][C:17]2[CH:23]=[CH:24][C:14]([C:11]3([C:9]([NH:8][C:6]4[N:7]=[C:2]([C:31]5[C:32]([CH3:34])=[N:33][C:28]([O:27][CH3:26])=[CH:29][CH:30]=5)[C:3]([CH3:25])=[CH:4][CH:5]=4)=[O:10])[CH2:13][CH2:12]3)=[CH:15][C:16]=2[O:20]1, predict the reactants needed to synthesize it. (4) Given the product [CH3:1][S:2]([C:3]1[CH:8]=[CH:7][CH:6]=[CH:5][C:4]=1[N:9]1[CH2:24][CH:12]2[CH2:13][N:14]([C:17]([O:19][C:20]([CH3:22])([CH3:21])[CH3:23])=[O:18])[CH2:15][CH2:16][N:11]2[C:10]1=[O:25])(=[O:34])=[O:37], predict the reactants needed to synthesize it. The reactants are: [CH3:1][S:2][C:3]1[CH:8]=[CH:7][CH:6]=[CH:5][C:4]=1[N:9]1[CH2:24][CH:12]2[CH2:13][N:14]([C:17]([O:19][C:20]([CH3:23])([CH3:22])[CH3:21])=[O:18])[CH2:15][CH2:16][N:11]2[C:10]1=[O:25].ClC1C=CC=C(C(OO)=[O:34])C=1.[OH2:37]. (5) The reactants are: [CH:1]1([C:4]2[O:8][N:7]=[C:6]([C:9]([O:11]CC)=[O:10])[CH:5]=2)[CH2:3][CH2:2]1.[OH-].[Na+].Cl. Given the product [CH:1]1([C:4]2[O:8][N:7]=[C:6]([C:9]([OH:11])=[O:10])[CH:5]=2)[CH2:2][CH2:3]1, predict the reactants needed to synthesize it. (6) The reactants are: C([Si](C(C)C)(C(C)C)[N:5]1[C:13]2[C:8](=[CH:9][C:10]([N:14]3[CH2:19][CH2:18][N:17](C(OC(C)(C)C)=O)[CH2:16][CH2:15]3)=[CH:11][CH:12]=2)[CH:7]=[CH:6]1)(C)C. Given the product [N:14]1([C:10]2[CH:9]=[C:8]3[C:13](=[CH:12][CH:11]=2)[NH:5][CH:6]=[CH:7]3)[CH2:19][CH2:18][NH:17][CH2:16][CH2:15]1, predict the reactants needed to synthesize it. (7) Given the product [CH3:30][O:29][C:24]1[CH:25]=[CH:26][CH:27]=[CH:28][C:23]=1[CH:2]1[C:6]2[CH:7]=[C:8]([NH:13][C:14](=[O:20])[CH2:15][C:16]([CH3:18])([CH3:17])[CH3:19])[C:9]([CH3:12])=[C:10]([CH3:11])[C:5]=2[O:4][C:3]1([CH3:22])[CH3:21], predict the reactants needed to synthesize it. The reactants are: O[C:2]1([C:23]2[CH:28]=[CH:27][CH:26]=[CH:25][C:24]=2[O:29][CH3:30])[C:6]2[CH:7]=[C:8]([NH:13][C:14](=[O:20])[CH2:15][C:16]([CH3:19])([CH3:18])[CH3:17])[C:9]([CH3:12])=[C:10]([CH3:11])[C:5]=2[O:4][C:3]1([CH3:22])[CH3:21].